This data is from Experimentally validated miRNA-target interactions with 360,000+ pairs, plus equal number of negative samples. The task is: Binary Classification. Given a miRNA mature sequence and a target amino acid sequence, predict their likelihood of interaction. (1) The miRNA is mmu-miR-668-3p with sequence UGUCACUCGGCUCGGCCCACUACC. The protein sequence of the target gene is MACLMAAFSVGTAMNASSYSAAMTEPKSVCVSVDEVVSSNVDEVETDLLNGHLKKVDNNFTEAQRFSSLPRRAAVNIEFKDLSYSVPEGPWWKKKGYKTLLKGISGKFNSGELVAIMGPSGAGKSTLMNILAGYRETGMKGAVLINGMPRDLRCFRKVSCYIMQDDMLLPHLTVQEAMMVSAHLKLQEKDEGRREMVKEILTALGLLPCANTRTGSLSGGQRKRLAIALELVNNPPVMFFDEPTSGLDSASCFQVVSLMKGLAQGGRSIVCTIHQPSAKLFELFDQLYVLSQGQCVYRGK.... Result: 0 (no interaction). (2) The miRNA is hsa-miR-651-3p with sequence AAAGGAAAGUGUAUCCUAAAAG. The protein sequence of the target gene is MWRAGRAAVACEVCQSLVKHSSGIQRNVPLQKLHLVSRSIYRSHHPALKLQRPQLRTPFQQFSSLTHLSLHKLKLSPIKYGYQPRRNFWPARLAARLLKLRYIILGSAVGGGYTAKKTFDEWKDMIPDLSDYKWIVPDFIWEIDEYIDLEKIRKALPSSEDLASLAPDLDKITESLSLLKDFFTAGSPGETAFRATDHGSESDKHYRKVSDKEKIDQLQEELLHTQLKYQRILERLEKENKELRKLVLQKDDKGIHHRKLKKSLIDMYSEVLDVLSDYDASYNTQDHLPRVVVVGDQSAG.... Result: 0 (no interaction). (3) The miRNA is hsa-miR-302c-3p with sequence UAAGUGCUUCCAUGUUUCAGUGG. The protein sequence of the target gene is MGSLFGRVAALRALLCGPRFQCLLVRPSSGGPPWPQERTLVAVKPDGVQRRLVGTVIQRFERRGFKLVGMKMLQAPESILAEHYRDLQRKPFYPALISYMSSGPVVAMVWEGPNVVHISRAMIGHTDSTEAAPGTIRGDFSVHISRNVIHASDSVDGAQREIELWFQSSELLNWADGGHHSSCYPA. Result: 0 (no interaction). (4) The miRNA is hsa-miR-335-5p with sequence UCAAGAGCAAUAACGAAAAAUGU. The protein sequence of the target gene is MIVDKLLDDSRGGEGLRDAAGGCGLMTSPLNLSYFYGASPPAAAPGACDASCSVLGPSAPGSPGSDSSDFSSASSVSSCGAVESRSRGGARAERQPVEPHMGVGRQQRGPFQGVRVKNSVKELLLHIRSHKQKASGQAVDDFKTQGVNIEQFRELKNTVSYSGKRKGPDSLSDGPACKRPALLHSQFLTPPQTPTPGESMEDVHLNEPKQESSADLLQNIINIKNECSPVSLNTVQVSWLNPVVVPQSSPAEQCQDFHGGQVFSPPQKCQPFQVRGSQQMIDQASLYQYSPQNQHVEQQP.... Result: 1 (interaction). (5) The miRNA is hsa-miR-5681b with sequence AGGUAUUGCCACCCUUUCUAGU. The protein sequence of the target gene is MALIMEPVSKWSPSQVVDWMKGLDDCLQQYIKNFEREKISGDQLLRITHQELEDLGVSRIGHQELILEAVDLLCALNYGLETENLKTLSHKLNASAKNLQNFITGRRRSGHYDGRTSRKLPNDFLTSVVDLIGAAKSLLAWLDRSPFAAVTDYSVTRNNVIQLCLELTTIVQQDCTVYETENKILHVCKTLSGVCDHIISLSSDPLVSQSAHLEVIQLANIKPSEGLGMYIKSTYDGLHVITGTTENSPADRCKKIHAGDEVIQVNHQTVVGWQLKNLVNALREDPSGVILTLKKRPQSM.... Result: 1 (interaction). (6) The miRNA is hsa-miR-1470 with sequence GCCCUCCGCCCGUGCACCCCG. Result: 0 (no interaction). The protein sequence of the target gene is MGLTISSLFSRLFGKKQMRILMVGLDAAGKTTILYKLKLGEIVTTIPTIGFNVETVEYKNICFTVWDVGGQDRIRPLWKHYFQNTQGLIFVVDSNDRERIQEVADELQKMLLVDELRDAVLLLFANKQDLPNAMAISEMTDKLGLQSLRNRTWYVQATCATQGTGLYEGLDWLSNELSKR. (7) The miRNA is hsa-miR-4763-3p with sequence AGGCAGGGGCUGGUGCUGGGCGGG. The protein sequence of the target gene is MEQPRKAVVVTGFGPFGEHTVNASWIAVQELEKLGLGDSVDLHVYEIPVEYQTVQRLIPALWEKHSPQLVVHVGVSGMATTVTLEKCGHNKGYKGLDNCRFCPGSQCCVEDGPESIDSIIDMDAVCKRVTTLGLDVSVTISQDAGRYLCDFTYYTSLYQSHGRSAFVHVPPLGKPYNADQLGRALRAIIEEMLDLLEQSEGKINYCHKH. Result: 1 (interaction). (8) The miRNA is hsa-miR-206 with sequence UGGAAUGUAAGGAAGUGUGUGG. The protein sequence of the target gene is MQPPVPGPLGLLDPAEGLSRRKKTSLWFVGSLLLVSVLIVTVGLAATTRTENVTVGGYYPGIILGFGSFLGIIGINLVENRRQMLVAAIVFISFGVVAAFCCAIVDGVFAAQHIEPRPLTTGRCQFYSSGVGYLYDVYQTEVTCHSLDGKCQLKVRSNTCYCCDLYACGSAEPSPAYYEFIGVSGCQDVLHLYRLLWASAVLNVLGLFLGIITAAVLGAFKDMVPLSQLAYGPAVPPQTLYNPAQQILAYAGFRLTPEPVPTCSSYPLPLQPCSRFPVAPSSALASSEDLQPPSPSSSGS.... Result: 0 (no interaction). (9) The miRNA is mmu-miR-344f-3p with sequence CUCUAGCCAGGACCUGACUAC. The protein sequence of the target gene is MCFWTNLSVWMILLSHSLSLVSSTETGKTLTQNNSRAGSQGLLEVLRVLSAGDHWSLNHPQSLIKILLERTGCPQRTDWTQGDCKLCLEADALLLTAGGNLEDELREEVVQRVSLLLLYYIIHQEEICSSKLNMSNREYEFYLHSLLGLRQDEDSYFLSEKETDDILAFTRKYFGTSSSQCMETKILQRESGIQGSNGADEKTLPQLAATIIALSLQGVCLGRKALPSPDDFTEYIFSFLNSTNTLHLSEIEQLLNMLTTRRTCAKEDKYLHQYQRKQNTEEHSLRDPKTSTAMDKESDD.... Result: 0 (no interaction). (10) Result: 1 (interaction). The miRNA is hsa-miR-574-5p with sequence UGAGUGUGUGUGUGUGAGUGUGU. The protein sequence of the target gene is MFRVGFLIISSSSSLSPLLLVSVVRVNTTNCHKCLLSGTYIFAVLLVCVVFHSGAQEKNYTIREEIPENVLIGNLLKDLNLSLIPNKSLTTTMQFKLVYKTGDVPLIRIEEDTGEIFTTGARIDREKLCAGIPRDEHCFYEVEVAILPDEIFRLVKIRFLIEDINDNAPLFPATVINISIPENSAINSKYTLPAAVDPDVGINGVQNYELIKSQNIFGLDVIETPEGDKMPQLIVQKELDREEKDTYVMKVKVEDGGFPQRSSTAILQVSVTDTNDNHPVFKETEIEVSIPENAPVGTSV....